This data is from Forward reaction prediction with 1.9M reactions from USPTO patents (1976-2016). The task is: Predict the product of the given reaction. (1) Given the reactants [CH3:1][O:2][C:3](=[O:15])[C:4](=O)[CH:5](Cl)[C:6]1[CH:11]=[CH:10][C:9]([CH3:12])=[CH:8][CH:7]=1.[NH2:16][C:17]([NH2:19])=[S:18], predict the reaction product. The product is: [CH3:1][O:2][C:3]([C:4]1[N:16]=[C:17]([NH2:19])[S:18][C:5]=1[C:6]1[CH:11]=[CH:10][C:9]([CH3:12])=[CH:8][CH:7]=1)=[O:15]. (2) Given the reactants [CH3:1][C:2]([CH3:11])([CH3:10])[C:3]([O:5][CH2:6][C:7]([NH2:9])=[S:8])=[O:4].Br[CH2:13][C:14]([C:16]1[CH:21]=[CH:20][CH:19]=[C:18]([C:22]([F:25])([F:24])[F:23])[CH:17]=1)=O, predict the reaction product. The product is: [CH3:1][C:2]([CH3:11])([CH3:10])[C:3]([O:5][CH2:6][C:7]1[S:8][CH:13]=[C:14]([C:16]2[CH:21]=[CH:20][CH:19]=[C:18]([C:22]([F:23])([F:24])[F:25])[CH:17]=2)[N:9]=1)=[O:4]. (3) Given the reactants [CH:1](=[C:3]1[C:8](=[O:9])[C:7]([CH3:11])([CH3:10])[CH2:6][CH2:5][CH2:4]1)[CH3:2].C1(C(=CC(=CC=1)C)C)C, predict the reaction product. The product is: [CH2:1]([C:3]1[C:8](=[O:9])[C:7]([CH3:11])([CH3:10])[CH2:6][CH2:5][CH:4]=1)[CH3:2]. (4) Given the reactants [CH3:1][O:2][C:3]1[CH:20]=[CH:19][C:6]([CH2:7][O:8][C:9]2[C:14]([CH2:15]O)=[CH:13][N:12]=[C:11]([S:17][CH3:18])[N:10]=2)=[CH:5][CH:4]=1.[Cl:21][C:22]1[CH:23]=[C:24]([CH:27]=[C:28]([O:30][C:31]2[C:36](=[O:37])[NH:35][CH:34]=[N:33][C:32]=2[C:38]([F:41])([F:40])[F:39])[CH:29]=1)[C:25]#[N:26].C1(P(C2C=CC=CC=2)C2C=CC=CC=2)C=CC=CC=1.CCOC(/N=N/C(OCC)=O)=O, predict the reaction product. The product is: [Cl:21][C:22]1[CH:23]=[C:24]([CH:27]=[C:28]([O:30][C:31]2[C:36](=[O:37])[N:35]([CH2:15][C:14]3[C:9]([O:8][CH2:7][C:6]4[CH:19]=[CH:20][C:3]([O:2][CH3:1])=[CH:4][CH:5]=4)=[N:10][C:11]([S:17][CH3:18])=[N:12][CH:13]=3)[CH:34]=[N:33][C:32]=2[C:38]([F:39])([F:40])[F:41])[CH:29]=1)[C:25]#[N:26].